From a dataset of Forward reaction prediction with 1.9M reactions from USPTO patents (1976-2016). Predict the product of the given reaction. (1) Given the reactants C([O:3][CH:4](OCC)[C:5]1[O:13][C:12]2[C:11]([C:14]3[CH:19]=[CH:18][C:17]([O:20][C:21]([F:24])([F:23])[F:22])=[CH:16][CH:15]=3)=[CH:10][N:9]=[CH:8][C:7]=2[CH:6]=1)C.Cl.C(=O)(O)[O-].[Na+], predict the reaction product. The product is: [F:24][C:21]([F:22])([F:23])[O:20][C:17]1[CH:18]=[CH:19][C:14]([C:11]2[C:12]3[O:13][C:5]([CH:4]=[O:3])=[CH:6][C:7]=3[CH:8]=[N:9][CH:10]=2)=[CH:15][CH:16]=1. (2) Given the reactants O[CH:2]1[C:10]2[C:5](=[CH:6][CH:7]=[CH:8][CH:9]=2)[C:4](=[O:11])[C:3]1([CH3:13])[CH3:12].[NH:14]1[CH:18]=[C:17]([C:19]([O:21][CH3:22])=[O:20])[N:16]=[CH:15]1.C1(P(C2C=CC=CC=2)C2C=CC=CC=2)C=CC=CC=1.N(C(OC(C)(C)C)=O)=NC(OC(C)(C)C)=O.Cl.O1CCOCC1, predict the reaction product. The product is: [CH3:22][O:21][C:19]([C:17]1[N:16]([CH:2]2[C:10]3[C:5](=[CH:6][CH:7]=[CH:8][CH:9]=3)[C:4](=[O:11])[C:3]2([CH3:13])[CH3:12])[CH:15]=[N:14][CH:18]=1)=[O:20]. (3) Given the reactants [CH2:1]([N:8]1[CH2:12][CH2:11][C:10]([C:14]2[CH:19]=[CH:18][CH:17]=[C:16]([Cl:20])[C:15]=2[F:21])([OH:13])[CH2:9]1)[C:2]1C=CC=CC=1.ICC, predict the reaction product. The product is: [Cl:20][C:16]1[C:15]([F:21])=[C:14]([C:10]2([OH:13])[CH2:11][CH2:12][N:8]([CH2:1][CH3:2])[CH2:9]2)[CH:19]=[CH:18][CH:17]=1. (4) Given the reactants [CH3:1][C:2]1[CH:3]=[N:4][NH:5][CH:6]=1.C(=O)([O-])[O-].[Cs+].[Cs+].C[NH:14][C@@H:15]1[CH2:20][CH2:19]CC[C@H:16]1[NH:21][CH3:22].BrC1C=C(N)C=NC=1, predict the reaction product. The product is: [CH3:1][C:2]1[CH:3]=[N:4][N:5]([C:19]2[CH:20]=[C:15]([NH2:14])[CH:16]=[N:21][CH:22]=2)[CH:6]=1. (5) Given the reactants [C:1]1([CH:7]([C:10]2[CH:15]=[CH:14][CH:13]=[CH:12][C:11]=2C)[CH2:8][NH2:9])[CH:6]=[CH:5][CH:4]=[CH:3][CH:2]=1.[Br:17]C1C=CC=CC=1C(C1C=CC=CC=1)=O, predict the reaction product. The product is: [Br:17][C:11]1[CH:12]=[CH:13][CH:14]=[CH:15][C:10]=1[CH:7]([C:1]1[CH:2]=[CH:3][CH:4]=[CH:5][CH:6]=1)[CH2:8][NH2:9]. (6) Given the reactants [Cl:1][C:2]1[CH:16]=[CH:15][C:5]([C:6]([C:8]2[CH:13]=[CH:12][C:11]([Cl:14])=[CH:10][CH:9]=2)=O)=[CH:4][CH:3]=1.Cl.[N+:18]([C:21]1[CH:22]=[C:23]([NH:27][NH2:28])[CH:24]=[CH:25][CH:26]=1)([O-:20])=[O:19].S(=O)(=O)(O)O, predict the reaction product. The product is: [Cl:1][C:2]1[CH:16]=[CH:15][C:5]([C:6](=[N:28][NH:27][C:23]2[CH:24]=[CH:25][CH:26]=[C:21]([N+:18]([O-:20])=[O:19])[CH:22]=2)[C:8]2[CH:13]=[CH:12][C:11]([Cl:14])=[CH:10][CH:9]=2)=[CH:4][CH:3]=1. (7) Given the reactants [Cl:1][C:2]1[CH:7]=[CH:6][CH:5]=[CH:4][C:3]=1[C:8]1[C:9]([C:20]([NH2:22])=O)=[N:10][N:11]([C:13]2[CH:18]=[CH:17][N:16]=[C:15]([Cl:19])[CH:14]=2)[CH:12]=1.C[N:24]([CH:26](OC)OC)C.O.[NH2:32]N, predict the reaction product. The product is: [Cl:19][C:15]1[CH:14]=[C:13]([N:11]2[CH:12]=[C:8]([C:3]3[CH:4]=[CH:5][CH:6]=[CH:7][C:2]=3[Cl:1])[C:9]([C:20]3[N:22]=[CH:26][NH:24][N:32]=3)=[N:10]2)[CH:18]=[CH:17][N:16]=1. (8) Given the reactants [Cl:1][C:2]1[CH:7]=[C:6]([O:8][CH2:9][C:10]2[CH:15]=[CH:14][CH:13]=[CH:12][CH:11]=2)[CH:5]=[C:4]([Cl:16])[C:3]=1[OH:17].[C:18]([O:21][CH2:22][CH2:23][CH2:24][CH2:25]Br)(=[O:20])[CH3:19].C(=O)([O-])[O-].[K+].[K+], predict the reaction product. The product is: [C:18]([O:21][CH2:22][CH2:23][CH2:24][CH2:25][O:17][C:3]1[C:2]([Cl:1])=[CH:7][C:6]([O:8][CH2:9][C:10]2[CH:15]=[CH:14][CH:13]=[CH:12][CH:11]=2)=[CH:5][C:4]=1[Cl:16])(=[O:20])[CH3:19]. (9) Given the reactants [Cl:1][C:2]1[C:7]([F:8])=[CH:6][C:5]([CH3:9])=[CH:4][N:3]=1.[Br:10]N1C(=O)CCC1=O, predict the reaction product. The product is: [Br:10][CH2:9][C:5]1[CH:6]=[C:7]([F:8])[C:2]([Cl:1])=[N:3][CH:4]=1. (10) The product is: [C:1]([O:4][C:5]1[CH:10]=[C:9]([Cl:11])[C:8]([O:12][C:13]2[CH:18]=[CH:17][C:16]([NH:19][C:26](=[O:30])[CH:27]([CH3:29])[CH3:28])=[C:15]([C:20]([F:21])([F:23])[F:22])[CH:14]=2)=[C:7]([Cl:24])[C:6]=1[CH3:25])(=[O:3])[CH3:2]. Given the reactants [C:1]([O:4][C:5]1[CH:10]=[C:9]([Cl:11])[C:8]([O:12][C:13]2[CH:18]=[CH:17][C:16]([NH2:19])=[C:15]([C:20]([F:23])([F:22])[F:21])[CH:14]=2)=[C:7]([Cl:24])[C:6]=1[CH3:25])(=[O:3])[CH3:2].[C:26](Cl)(=[O:30])[CH:27]([CH3:29])[CH3:28], predict the reaction product.